This data is from NCI-60 drug combinations with 297,098 pairs across 59 cell lines. The task is: Regression. Given two drug SMILES strings and cell line genomic features, predict the synergy score measuring deviation from expected non-interaction effect. (1) Drug 1: CC1=C(C=C(C=C1)NC(=O)C2=CC=C(C=C2)CN3CCN(CC3)C)NC4=NC=CC(=N4)C5=CN=CC=C5. Drug 2: C#CCC(CC1=CN=C2C(=N1)C(=NC(=N2)N)N)C3=CC=C(C=C3)C(=O)NC(CCC(=O)O)C(=O)O. Cell line: NCI-H322M. Synergy scores: CSS=53.5, Synergy_ZIP=0.630, Synergy_Bliss=-2.51, Synergy_Loewe=-12.6, Synergy_HSA=-1.97. (2) Synergy scores: CSS=23.0, Synergy_ZIP=-10.3, Synergy_Bliss=1.71, Synergy_Loewe=-14.1, Synergy_HSA=2.33. Drug 2: CC1=C(C(=O)C2=C(C1=O)N3CC4C(C3(C2COC(=O)N)OC)N4)N. Drug 1: C(=O)(N)NO. Cell line: HT29. (3) Drug 1: CN(C(=O)NC(C=O)C(C(C(CO)O)O)O)N=O. Drug 2: C(CN)CNCCSP(=O)(O)O. Cell line: SF-268. Synergy scores: CSS=3.16, Synergy_ZIP=-1.48, Synergy_Bliss=-1.72, Synergy_Loewe=-4.64, Synergy_HSA=-3.02.